From a dataset of Full USPTO retrosynthesis dataset with 1.9M reactions from patents (1976-2016). Predict the reactants needed to synthesize the given product. The reactants are: [O:1]=[C:2]1[CH2:11][C:4]2([CH2:7][CH:6]([C:8]([OH:10])=O)[CH2:5]2)[CH2:3]1.C(N1C=CN=C1)(N1C=CN=C1)=O.O[N:25]=[C:26]([C:28]1[CH:29]=[CH:30][C:31]([CH3:46])=[C:32]([NH:34][C:35]([C:37]2[N:41]3[CH:42]=[CH:43][CH:44]=[CH:45][C:40]3=[N:39][CH:38]=2)=[O:36])[CH:33]=1)[NH2:27]. Given the product [CH3:46][C:31]1[CH:30]=[CH:29][C:28]([C:26]2[N:25]=[C:8]([CH:6]3[CH2:5][C:4]4([CH2:3][C:2](=[O:1])[CH2:11]4)[CH2:7]3)[O:10][N:27]=2)=[CH:33][C:32]=1[NH:34][C:35]([C:37]1[N:41]2[CH:42]=[CH:43][CH:44]=[CH:45][C:40]2=[N:39][CH:38]=1)=[O:36], predict the reactants needed to synthesize it.